This data is from Forward reaction prediction with 1.9M reactions from USPTO patents (1976-2016). The task is: Predict the product of the given reaction. (1) Given the reactants [Br:1][C:2]1[N:3]=[CH:4][C:5]([NH2:8])=[N:6][CH:7]=1.Br.Br[CH2:11][CH:12](OC)OC, predict the reaction product. The product is: [Br:1][C:2]1[N:3]=[CH:4][C:5]2[N:6]([CH:11]=[CH:12][N:8]=2)[CH:7]=1. (2) The product is: [CH3:27][CH:26]([N:28]1[CH2:29][CH2:30][CH:31]([O:34][C:35]2[CH:40]=[CH:39][C:38]([CH:41]3[CH2:46][CH2:45][N:44]([C:9]([C:6]4[CH:5]=[CH:4][C:3]([C:2]([F:1])([F:13])[F:12])=[N:8][CH:7]=4)=[O:11])[CH2:43][CH2:42]3)=[CH:37][CH:36]=2)[CH2:32][CH2:33]1)[CH3:25]. Given the reactants [F:1][C:2]([F:13])([F:12])[C:3]1[N:8]=[CH:7][C:6]([C:9]([OH:11])=O)=[CH:5][CH:4]=1.O.ON1C2C=CC=CC=2N=N1.[CH3:25][CH:26]([N:28]1[CH2:33][CH2:32][CH:31]([O:34][C:35]2[CH:40]=[CH:39][C:38]([CH:41]3[CH2:46][CH2:45][NH:44][CH2:43][CH2:42]3)=[CH:37][CH:36]=2)[CH2:30][CH2:29]1)[CH3:27], predict the reaction product. (3) The product is: [O:37]([CH2:20][CH2:19][CH2:18][O:17][C:14]1[CH:15]=[C:16]2[C:11](=[CH:12][CH:13]=1)[O:10][C:9]([C:22]1[N:27]=[CH:26][N:25]3[CH:28]=[CH:29][CH:30]=[C:24]3[CH:23]=1)=[CH:8][C:7]2=[N:6][OH:5])[C:31]1[CH:36]=[CH:35][CH:34]=[CH:33][CH:32]=1. Given the reactants C([O:5][N:6]=[C:7]1[C:16]2[C:11](=[CH:12][CH:13]=[C:14]([O:17][CH2:18][CH2:19][CH2:20]Cl)[CH:15]=2)[O:10][C:9]([C:22]2[N:27]=[CH:26][N:25]3[CH:28]=[CH:29][CH:30]=[C:24]3[CH:23]=2)=[CH:8]1)(C)(C)C.[C:31]1([OH:37])[CH:36]=[CH:35][CH:34]=[CH:33][CH:32]=1, predict the reaction product.